This data is from Catalyst prediction with 721,799 reactions and 888 catalyst types from USPTO. The task is: Predict which catalyst facilitates the given reaction. (1) The catalyst class is: 55. Product: [CH3:8][O:9][C:10]([CH:12]1[CH2:21][C:20]2[C:15](=[CH:16][C:17]([O:23][CH3:24])=[CH:18][CH:19]=2)[CH2:14][S:13]1)=[O:11]. Reactant: C([SiH](CC)CC)C.[CH3:8][O:9][C:10]([CH:12]1[C:21](=O)[C:20]2[C:15](=[CH:16][C:17]([O:23][CH3:24])=[CH:18][CH:19]=2)[CH2:14][S:13]1)=[O:11]. (2) Reactant: Br[C:2]1[CH:10]=[CH:9][C:5]2[N:6]=[CH:7][NH:8][C:4]=2[CH:3]=1.[CH2:11]([NH:18][CH2:19][C:20]1[CH:25]=[CH:24][CH:23]=[CH:22][CH:21]=1)[C:12]1[CH:17]=[CH:16][CH:15]=[CH:14][CH:13]=1.C1(P(C2CCCCC2)C2C=CC=CC=2C2C=CC=CC=2N(C)C)CCCCC1.C[Si]([N-][Si](C)(C)C)(C)C.[Li+].C1COCC1. Product: [CH2:19]([N:18]([CH2:11][C:12]1[CH:17]=[CH:16][CH:15]=[CH:14][CH:13]=1)[C:2]1[CH:10]=[CH:9][C:5]2[NH:6][CH:7]=[N:8][C:4]=2[CH:3]=1)[C:20]1[CH:25]=[CH:24][CH:23]=[CH:22][CH:21]=1. The catalyst class is: 110. (3) Reactant: [Cl:1][C:2]1[C:3]([CH:17](OC)OC)=[C:4]([NH2:16])[C:5]([C:8]2[C:9]([CH3:15])=[N:10][N:11]([CH3:14])[C:12]=2[CH3:13])=[N:6][CH:7]=1.[F:22][C:23]1[C:24]([CH:29]2[CH2:38][CH2:37][C:36]3[C:31](=[CH:32][C:33]([NH2:40])=[C:34]([CH3:39])[CH:35]=3)[O:30]2)=[N:25][CH:26]=[CH:27][CH:28]=1.O.C1(C)C=CC(S(O)(=O)=O)=CC=1.C(=O)([O-])O.[Na+]. Product: [Cl:1][C:2]1[C:3]([CH2:17][NH:40][C:33]2[CH:32]=[C:31]3[C:36]([CH2:37][CH2:38][CH:29]([C:24]4[C:23]([F:22])=[CH:28][CH:27]=[CH:26][N:25]=4)[O:30]3)=[CH:35][C:34]=2[CH3:39])=[C:4]([NH2:16])[C:5]([C:8]2[C:9]([CH3:15])=[N:10][N:11]([CH3:14])[C:12]=2[CH3:13])=[N:6][CH:7]=1. The catalyst class is: 11. (4) Reactant: [CH3:1][O:2][C:3]1[CH:14]=[C:13]2[C:6]([NH:7][CH:8]=[C:9]2[CH2:10][CH2:11][NH2:12])=[CH:5][CH:4]=1.[F:15][C:16]([F:29])([F:28])[CH2:17][CH2:18][O:19][C:20]1[CH:21]=[C:22]([CH:25]=[CH:26][CH:27]=1)[CH:23]=O.FC1C(OC)=C(F)C=C2C=1C=CN2C.[BH4-].[Na+]. Product: [CH3:1][O:2][C:3]1[CH:14]=[C:13]2[C:6](=[CH:5][CH:4]=1)[NH:7][CH:8]=[C:9]2[CH2:10][CH2:11][NH:12][CH2:23][C:22]1[CH:25]=[CH:26][CH:27]=[C:20]([O:19][CH2:18][CH2:17][C:16]([F:15])([F:29])[F:28])[CH:21]=1. The catalyst class is: 14. (5) Reactant: [CH2:1]([N:3]1[C:7]([NH:8][C:9](=[O:25])[C@@H:10]([NH:18][CH2:19][C:20]([O:22][CH2:23][CH3:24])=[O:21])[CH2:11][C:12]2[CH:17]=[CH:16][CH:15]=[CH:14][CH:13]=2)=[CH:6][C:5]([C:26]2[CH:31]=[CH:30][N:29]=[CH:28][CH:27]=2)=[N:4]1)[CH3:2].[ClH:32]. Product: [ClH:32].[ClH:32].[CH2:1]([N:3]1[C:7]([NH:8][C:9](=[O:25])[C@@H:10]([NH:18][CH2:19][C:20]([O:22][CH2:23][CH3:24])=[O:21])[CH2:11][C:12]2[CH:13]=[CH:14][CH:15]=[CH:16][CH:17]=2)=[CH:6][C:5]([C:26]2[CH:27]=[CH:28][N:29]=[CH:30][CH:31]=2)=[N:4]1)[CH3:2]. The catalyst class is: 12. (6) Reactant: Cl.[C:2]([C:4]1[CH:5]=[C:6]2[C:10](=[CH:11][CH:12]=1)[NH:9][CH:8]=[C:7]2[CH2:13][CH2:14][CH2:15][CH2:16][N:17]1[CH2:22][CH2:21][N:20]([C:23]2[CH:24]=[CH:25][C:26]3[O:30][C:29]([C:31]([NH2:33])=[O:32])=[CH:28][C:27]=3[CH:34]=2)[CH2:19][CH2:18]1)#[N:3].O1CCCC1.O.O.N. Product: [CH:12]1[C:4]([C:2]#[N:3])=[CH:5][C:6]2[C:7]([CH2:13][CH2:14][CH2:15][CH2:16][N:17]3[CH2:18][CH2:19][N:20]([C:23]4[CH:24]=[CH:25][C:26]5[O:30][C:29]([C:31]([NH2:33])=[O:32])=[CH:28][C:27]=5[CH:34]=4)[CH2:21][CH2:22]3)=[CH:8][NH:9][C:10]=2[CH:11]=1. The catalyst class is: 30.